This data is from Reaction yield outcomes from USPTO patents with 853,638 reactions. The task is: Predict the reaction yield, written as a fraction of the theoretical maximum amount of product (1.0 means a 100% yield; for example, 0.34 means a 34% yield). (1) The reactants are [F:1][C:2]([F:26])([F:25])[S:3]([O:6][C:7]1[CH:8]=[CH:9][C:10]2[O:24][CH2:23][C:13]3([C:21]4[C:16](=[CH:17][CH:18]=[CH:19][CH:20]=4)[NH:15][C:14]3=[O:22])[C:11]=2[CH:12]=1)(=[O:5])=[O:4].[OH-].[Na+].Br[CH2:30][C:31]1[O:32][C:33]([C:36]([F:39])([F:38])[F:37])=[CH:34][CH:35]=1. The catalyst is CN(C)C=O.C(OCC)(=O)C. The product is [F:26][C:2]([F:1])([F:25])[S:3]([O:6][C:7]1[CH:8]=[CH:9][C:10]2[O:24][CH2:23][C:13]3([C:21]4[C:16](=[CH:17][CH:18]=[CH:19][CH:20]=4)[N:15]([CH2:30][C:31]4[O:32][C:33]([C:36]([F:39])([F:38])[F:37])=[CH:34][CH:35]=4)[C:14]3=[O:22])[C:11]=2[CH:12]=1)(=[O:5])=[O:4]. The yield is 0.800. (2) The yield is 0.480. The reactants are [C:1]([O:5][C:6](=[O:19])[NH:7][C:8]1[CH:13]=[C:12](Cl)[C:11]([Cl:15])=[CH:10][C:9]=1[N+:16]([O-:18])=[O:17])([CH3:4])([CH3:3])[CH3:2].[C:20](=O)([O-])[O-].[K+].[K+].CB1OB(C)OB(C)O1. The catalyst is O1CCOCC1.O.C1C=CC([P]([Pd]([P](C2C=CC=CC=2)(C2C=CC=CC=2)C2C=CC=CC=2)([P](C2C=CC=CC=2)(C2C=CC=CC=2)C2C=CC=CC=2)[P](C2C=CC=CC=2)(C2C=CC=CC=2)C2C=CC=CC=2)(C2C=CC=CC=2)C2C=CC=CC=2)=CC=1. The product is [C:1]([O:5][C:6](=[O:19])[NH:7][C:8]1[CH:13]=[C:12]([CH3:20])[C:11]([Cl:15])=[CH:10][C:9]=1[N+:16]([O-:18])=[O:17])([CH3:4])([CH3:3])[CH3:2]. (3) The reactants are Cl[C:2]1[N:7]=[C:6]([NH:8][C@@H:9]2[C:17]3[C:12](=[CH:13][CH:14]=[CH:15][CH:16]=3)[CH2:11][CH2:10]2)[CH:5]=[C:4]([CH3:18])[N:3]=1.[H][H]. The catalyst is C(O)C.[Pd]. The product is [C@@H:9]1([NH:8][C:6]2[CH:5]=[C:4]([CH3:18])[N:3]=[CH:2][N:7]=2)[C:17]2[C:12](=[CH:13][CH:14]=[CH:15][CH:16]=2)[CH2:11][CH2:10]1. The yield is 0.930. (4) The reactants are [Cl:1][C:2]1[CH:3]=[C:4]([C:9]2([CH:15]([NH2:17])[CH3:16])[CH2:14][CH2:13][CH2:12][CH2:11][CH2:10]2)[CH:5]=[CH:6][C:7]=1[Cl:8].[CH2:18]([O:20]C=O)C. No catalyst specified. The product is [Cl:1][C:2]1[CH:3]=[C:4]([C:9]2([CH:15]([NH:17][CH:18]=[O:20])[CH3:16])[CH2:14][CH2:13][CH2:12][CH2:11][CH2:10]2)[CH:5]=[CH:6][C:7]=1[Cl:8]. The yield is 0.930. (5) The reactants are [CH3:1][O:2][C:3]1[CH:8]=[CH:7][CH:6]=[CH:5][C:4]=1[C:9]1[C:17]2[C:12](=[N:13][CH:14]=[C:15](B3OC(C)(C)C(C)(C)O3)[CH:16]=2)[N:11]([CH2:27][O:28][CH2:29][CH2:30][Si:31]([CH3:34])([CH3:33])[CH3:32])[N:10]=1.Br[C:36]1[CH:37]=[CH:38][C:39]([NH:45][C:46]([O:48][C:49]([CH3:52])([CH3:51])[CH3:50])=[O:47])=[C:40]([CH:44]=1)[C:41]([OH:43])=[O:42].C(=O)(O)[O-].[Na+].C(O)(=O)CC(CC(O)=O)(C(O)=O)O. The catalyst is C1C=CC([PH+]([C]2[CH][CH][CH][CH]2)C2C=CC=CC=2)=CC=1.C1C=CC([PH+]([C]2[CH][CH][CH][CH]2)C2C=CC=CC=2)=CC=1.C(Cl)Cl.Cl[Pd]Cl.[Fe].C(OCC)(=O)C.C(#N)C. The product is [C:49]([O:48][C:46]([NH:45][C:39]1[CH:38]=[CH:37][C:36]([C:15]2[CH:16]=[C:17]3[C:9]([C:4]4[CH:5]=[CH:6][CH:7]=[CH:8][C:3]=4[O:2][CH3:1])=[N:10][N:11]([CH2:27][O:28][CH2:29][CH2:30][Si:31]([CH3:32])([CH3:34])[CH3:33])[C:12]3=[N:13][CH:14]=2)=[CH:44][C:40]=1[C:41]([OH:43])=[O:42])=[O:47])([CH3:52])([CH3:50])[CH3:51]. The yield is 0.350. (6) The product is [CH3:8][C:7]1[C:2]([Sn:18]([CH2:19][CH2:20][CH2:21][CH3:22])([CH2:23][CH2:24][CH2:25][CH3:26])[CH2:14][CH2:15][CH2:16][CH3:17])=[N:3][CH:4]=[CH:5][CH:6]=1. The reactants are Br[C:2]1[C:7]([CH3:8])=[CH:6][CH:5]=[CH:4][N:3]=1.C([Li])CCC.[CH2:14]([Sn:18](Cl)([CH2:23][CH2:24][CH2:25][CH3:26])[CH2:19][CH2:20][CH2:21][CH3:22])[CH2:15][CH2:16][CH3:17].O. The yield is 0.790. The catalyst is O1CCCC1.CCCCCC. (7) The reactants are CO[C:3]([C:5]1[O:9][N:8]=[C:7]([O:10][CH2:11][C:12]2[C:13]([C:18]3[CH:23]=[CH:22][CH:21]=[CH:20][CH:19]=3)=[N:14][O:15][C:16]=2[CH3:17])[CH:6]=1)=[O:4].[O:24]1[CH2:28][CH2:27][CH:26]([NH2:29])[CH2:25]1.N12CCCNC1=NCCC2. The catalyst is C1(C)C=CC=CC=1. The product is [O:24]1[CH2:28][CH2:27][CH:26]([NH:29][C:3]([C:5]2[O:9][N:8]=[C:7]([O:10][CH2:11][C:12]3[C:13]([C:18]4[CH:19]=[CH:20][CH:21]=[CH:22][CH:23]=4)=[N:14][O:15][C:16]=3[CH3:17])[CH:6]=2)=[O:4])[CH2:25]1. The yield is 0.250. (8) The reactants are [NH2:1][C:2]1[CH:7]=[CH:6][CH:5]=[C:4]([NH2:8])[C:3]=1[NH:9][CH2:10][CH2:11][C:12]([O:14][CH2:15]C)=[O:13].Cl.[Cl:18][C:19]1[CH:24]=[C:23]([Cl:25])[CH:22]=[CH:21][C:20]=1[CH:26]([OH:31])[C:27](=N)OC.O. The catalyst is C(O)C. The product is [NH2:8][C:4]1[C:3]2[N:9]([CH2:10][CH2:11][C:12]([O:14][CH3:15])=[O:13])[C:27]([CH:26]([C:20]3[CH:21]=[CH:22][C:23]([Cl:25])=[CH:24][C:19]=3[Cl:18])[OH:31])=[N:1][C:2]=2[CH:7]=[CH:6][CH:5]=1. The yield is 0.900. (9) The reactants are C([O-])([O-])=O.[Cs+].[Cs+].[CH2:7]([O:9][C:10](=[O:19])[C:11]1[CH:16]=[CH:15][C:14]([OH:17])=[C:13]([OH:18])[CH:12]=1)[CH3:8].Br[CH2:21][CH2:22]Br. The catalyst is CN(C=O)C. The product is [CH2:7]([O:9][C:10]([C:11]1[CH:16]=[CH:15][C:14]2[O:17][CH2:21][CH2:22][O:18][C:13]=2[CH:12]=1)=[O:19])[CH3:8]. The yield is 0.290. (10) The reactants are [CH3:1][O:2][C:3]1[C:8]2[N:9]=[C:10]([C:12]([OH:14])=O)[S:11][C:7]=2[C:6]([N:15]2[CH2:20][CH2:19][O:18][CH2:17][CH2:16]2)=[CH:5][CH:4]=1.C(N1C=CN=C1)(N1C=CN=C1)=O.Cl.[NH2:34][CH2:35][C:36]([C:38]1[C:39]2[CH:46]=[CH:45][CH:44]=[CH:43][C:40]=2[S:41][CH:42]=1)=[O:37].C(N(CC)CC)C. The catalyst is CN(C=O)C.O. The product is [S:41]1[CH:42]=[C:38]([C:36](=[O:37])[CH2:35][NH:34][C:12]([C:10]2[S:11][C:7]3[C:6]([N:15]4[CH2:20][CH2:19][O:18][CH2:17][CH2:16]4)=[CH:5][CH:4]=[C:3]([O:2][CH3:1])[C:8]=3[N:9]=2)=[O:14])[C:39]2[CH:46]=[CH:45][CH:44]=[CH:43][C:40]1=2. The yield is 0.440.